Dataset: Full USPTO retrosynthesis dataset with 1.9M reactions from patents (1976-2016). Task: Predict the reactants needed to synthesize the given product. (1) Given the product [CH3:21][C:17]1[CH:16]=[C:15]([C:11]2[C:12]3[N:13]([CH:58]=[N:59][N:60]=3)[C:8]([C:6]3[CH:5]=[CH:4][N:3]=[C:2]([Cl:1])[CH:7]=3)=[N:9][C:10]=2[C:22]2[CH:27]=[CH:26][N:25]=[C:24]([Cl:28])[CH:23]=2)[CH:20]=[CH:19][CH:18]=1, predict the reactants needed to synthesize it. The reactants are: [Cl:1][C:2]1[CH:7]=[C:6]([C:8]2[N:13]=[C:12](Cl)[C:11]([C:15]3[CH:20]=[CH:19][CH:18]=[C:17]([CH3:21])[CH:16]=3)=[C:10]([C:22]3[CH:27]=[CH:26][N:25]=[C:24]([Cl:28])[CH:23]=3)[N:9]=2)[CH:5]=[CH:4][N:3]=1.FC1C=CC(C2C3N([CH:58]=[N:59][N:60]=3)C(NC(C3C=CC=CC=3)(C)C)=NC=2C2C=CN=CC=2)=CC=1. (2) Given the product [Br:18][C:15]1[CH:16]=[CH:17][C:12]([C@H:3]2[N:11]3[C@@H:6]([CH2:7][CH2:8][CH2:9][CH2:10]3)[CH2:5][CH2:4]2)=[CH:13][CH:14]=1, predict the reactants needed to synthesize it. The reactants are: C([C:3]1([C:12]2[CH:17]=[CH:16][C:15]([Br:18])=[CH:14][CH:13]=2)[N:11]2[CH:6]([CH2:7][CH2:8][CH2:9][CH2:10]2)[CH2:5][CH2:4]1)#N.[H-].[Al+3].[Li+].[H-].[H-].[H-].O.[OH-].[Na+]. (3) Given the product [Cl:11][C:8]1[CH:9]=[C:10]2[C:5](=[CH:6][CH:7]=1)[NH:4][C:3](=[O:12])[C:2]2([N:32]1[CH2:33][C@@H:29]([F:28])[CH2:30][C@@H:31]1[C:34]([N:36]([CH3:38])[CH3:37])=[O:35])[C:13]1[CH:18]=[CH:17][CH:16]=[CH:15][C:14]=1[O:19][CH3:20], predict the reactants needed to synthesize it. The reactants are: Cl[C:2]1([C:13]2[CH:18]=[CH:17][CH:16]=[CH:15][C:14]=2[O:19][CH3:20])[C:10]2[C:5](=[CH:6][CH:7]=[C:8]([Cl:11])[CH:9]=2)[NH:4][C:3]1=[O:12].FC(F)(F)C(O)=O.[F:28][C@@H:29]1[CH2:33][NH:32][C@@H:31]([C:34]([N:36]([CH3:38])[CH3:37])=[O:35])[CH2:30]1. (4) Given the product [CH3:1][O:2][C:3]1[N:8]=[C:7]([C:9]([NH:39][CH2:38][C:34]2[CH:35]=[CH:36][CH:37]=[C:32]([C:31]([F:40])([F:41])[F:30])[CH:33]=2)=[O:10])[CH:6]=[N:5][C:4]=1[N:24]1[CH:28]=[C:27]([CH3:29])[N:26]=[CH:25]1, predict the reactants needed to synthesize it. The reactants are: [CH3:1][O:2][C:3]1[N:8]=[C:7]([C:9](NCC2(C3C=CC=CC=3)CCCC2)=[O:10])[CH:6]=[N:5][C:4]=1[N:24]1[CH:28]=[C:27]([CH3:29])[N:26]=[CH:25]1.[F:30][C:31]([F:41])([F:40])[C:32]1[CH:33]=[C:34]([CH2:38][NH2:39])[CH:35]=[CH:36][CH:37]=1. (5) Given the product [OH:10][C:9]1[CH:8]=[C:7]([CH3:11])[N:6]([CH3:12])[C:5](=[O:13])[C:4]=1[C:1](=[O:3])[CH:2]=[CH:24][C:22]1[S:23][C:19]([CH2:18][O:17][CH2:16][CH2:15][OH:14])=[CH:20][CH:21]=1, predict the reactants needed to synthesize it. The reactants are: [C:1]([C:4]1[C:5](=[O:13])[N:6]([CH3:12])[C:7]([CH3:11])=[CH:8][C:9]=1[OH:10])(=[O:3])[CH3:2].[OH:14][CH2:15][CH2:16][O:17][CH2:18][C:19]1[S:23][C:22]([CH:24]=O)=[CH:21][CH:20]=1. (6) Given the product [CH3:1][N:2]1[C:7]([CH3:8])=[C:6]([N+:11]([O-:13])=[O:12])[C:5](=[O:9])[NH:4][C:3]1=[O:10], predict the reactants needed to synthesize it. The reactants are: [CH3:1][N:2]1[C:7]([CH3:8])=[CH:6][C:5](=[O:9])[NH:4][C:3]1=[O:10].[N+:11]([O-])([O-:13])=[O:12].[K+]. (7) Given the product [Cl:1][C:2]1[N:3]=[C:4]([CH:8]([CH3:10])[CH3:9])[N:5]([CH2:12][C:13]2[CH:32]=[CH:31][C:16]3/[C:17](=[C:27](/[CH3:30])\[C:28]#[N:29])/[C:18]4[CH:25]=[CH:24][C:23]([F:26])=[CH:22][C:19]=4[O:20][CH2:21][C:15]=3[CH:14]=2)[C:6]=1[Cl:7], predict the reactants needed to synthesize it. The reactants are: [Cl:1][C:2]1[N:3]=[C:4]([CH:8]([CH3:10])[CH3:9])[NH:5][C:6]=1[Cl:7].Br[CH2:12][C:13]1[CH:32]=[CH:31][C:16]2/[C:17](=[C:27](/[CH3:30])\[C:28]#[N:29])/[C:18]3[CH:25]=[CH:24][C:23]([F:26])=[CH:22][C:19]=3[O:20][CH2:21][C:15]=2[CH:14]=1. (8) Given the product [F:11][C:12]1[CH:13]=[C:14]([CH:17]=[CH:18][CH:19]=1)[CH2:15][NH:16][C:2]1[CH:10]=[N:9][CH:8]=[CH:7][C:3]=1[C:4]([OH:6])=[O:5], predict the reactants needed to synthesize it. The reactants are: F[C:2]1[CH:10]=[N:9][CH:8]=[CH:7][C:3]=1[C:4]([OH:6])=[O:5].[F:11][C:12]1[CH:13]=[C:14]([CH:17]=[CH:18][CH:19]=1)[CH2:15][NH2:16].